This data is from Reaction yield outcomes from USPTO patents with 853,638 reactions. The task is: Predict the reaction yield, written as a fraction of the theoretical maximum amount of product (1.0 means a 100% yield; for example, 0.34 means a 34% yield). (1) The reactants are [Li+].CC([N-]C(C)C)C.[CH2:9]([N:16]1[CH2:20][CH2:19][CH2:18][C:17]1=[O:21])[C:10]1[CH:15]=[CH:14][CH:13]=[CH:12][CH:11]=1.C([O:24][C:25]([C:27]1[O:28][C:29]([S:32]([CH3:35])(=[O:34])=[O:33])=[CH:30][CH:31]=1)=O)C. The catalyst is C1COCC1.CCOC(C)=O. The product is [CH2:9]([N:16]1[CH2:20][CH2:19][C:18](=[C:25]([OH:24])[C:27]2[O:28][C:29]([S:32]([CH3:35])(=[O:34])=[O:33])=[CH:30][CH:31]=2)[C:17]1=[O:21])[C:10]1[CH:15]=[CH:14][CH:13]=[CH:12][CH:11]=1. The yield is 0.870. (2) The product is [CH3:1][N:2]([C:8]1[CH:13]=[CH:12][C:11]([N+:14]([O-:16])=[O:15])=[CH:10][CH:9]=1)[C@H:3]1[CH2:7][CH2:6][N:5]([C:17](=[O:19])[CH3:18])[CH2:4]1. The yield is 0.820. The catalyst is C(Cl)Cl. The reactants are [CH3:1][N:2]([C:8]1[CH:13]=[CH:12][C:11]([N+:14]([O-:16])=[O:15])=[CH:10][CH:9]=1)[C@H:3]1[CH2:7][CH2:6][NH:5][CH2:4]1.[C:17](Cl)(=[O:19])[CH3:18]. (3) The reactants are [F:1][C:2]1[CH:7]=[CH:6][C:5]([NH:8][C:9](=[O:15])[O:10][C:11]([CH3:14])([CH3:13])[CH3:12])=[C:4]([NH:16][C:17]2[N:22]=[C:21](SC#N)[C:20]([N+:26]([O-:28])=[O:27])=[CH:19][N:18]=2)[CH:3]=1.Cl.[F:30][C:31]1[CH:32]=[CH:33][CH:34]=[C:35]2[C:40]=1[O:39][CH2:38][CH2:37][C@H:36]2[NH2:41].C(N(CC)C(C)C)(C)C. The catalyst is C1COCC1. The product is [F:1][C:2]1[CH:7]=[CH:6][C:5]([NH:8][C:9](=[O:15])[O:10][C:11]([CH3:13])([CH3:14])[CH3:12])=[C:4]([NH:16][C:17]2[N:22]=[C:21]([NH:41][C@H:36]3[C:35]4[C:40](=[C:31]([F:30])[CH:32]=[CH:33][CH:34]=4)[O:39][CH2:38][CH2:37]3)[C:20]([N+:26]([O-:28])=[O:27])=[CH:19][N:18]=2)[CH:3]=1. The yield is 0.940. (4) The reactants are [Br:1][C:2]1[C:3]([N:22]2[CH2:27][CH2:26][CH2:25][C@@H:24]([NH:28][CH2:29][CH2:30][O:31][Si](C(C)(C)C)(C)C)[CH2:23]2)=[C:4]2[C:10]([NH:11][C:12](=[O:21])[C:13]3[CH:18]=[CH:17][C:16]([F:19])=[C:15]([Cl:20])[CH:14]=3)=[CH:9][NH:8][C:5]2=[N:6][CH:7]=1.CCCC[N+](CCCC)(CCCC)CCCC.[F-].Cl. The catalyst is C1COCC1.C(Cl)Cl.CCOCC. The product is [ClH:20].[Br:1][C:2]1[C:3]([N:22]2[CH2:27][CH2:26][CH2:25][C@@H:24]([NH:28][CH2:29][CH2:30][OH:31])[CH2:23]2)=[C:4]2[C:10]([NH:11][C:12](=[O:21])[C:13]3[CH:18]=[CH:17][C:16]([F:19])=[C:15]([Cl:20])[CH:14]=3)=[CH:9][NH:8][C:5]2=[N:6][CH:7]=1. The yield is 0.540. (5) The reactants are [Cl:1][C:2]1[CH:7]=[CH:6][C:5]([N:8]([C@H:12]2[C:21]3[C:16](=[CH:17][CH:18]=[CH:19][CH:20]=3)[N:15]([C:22](=[O:35])[C:23]3[CH:28]=[CH:27][C:26]([CH2:29][CH2:30][CH2:31][C:32](=[O:34])[CH3:33])=[CH:25][CH:24]=3)[C@@H:14]([CH3:36])[CH2:13]2)[C:9](=[O:11])[CH3:10])=[CH:4][CH:3]=1.[CH3:37][Mg+].[Br-]. The catalyst is C1COCC1. The product is [Cl:1][C:2]1[CH:3]=[CH:4][C:5]([N:8]([C@H:12]2[C:21]3[C:16](=[CH:17][CH:18]=[CH:19][CH:20]=3)[N:15]([C:22](=[O:35])[C:23]3[CH:24]=[CH:25][C:26]([CH2:29][CH2:30][CH2:31][C:32]([OH:34])([CH3:37])[CH3:33])=[CH:27][CH:28]=3)[C@@H:14]([CH3:36])[CH2:13]2)[C:9](=[O:11])[CH3:10])=[CH:6][CH:7]=1. The yield is 0.400.